This data is from Catalyst prediction with 721,799 reactions and 888 catalyst types from USPTO. The task is: Predict which catalyst facilitates the given reaction. (1) Reactant: C(N(CC)CC)C.C1CN([P+](ON2N=NC3C=CC=CC2=3)(N2CCCC2)N2CCCC2)CC1.F[P-](F)(F)(F)(F)F.[NH2:41][C:42]1[CH:50]=[CH:49][C:48]([C:51]([C:53]2[N:61]3[C:56]([CH:57]=[CH:58][CH:59]=[CH:60]3)=[C:55]([Br:62])[C:54]=2[CH3:63])=[O:52])=[CH:47][C:43]=1[C:44](O)=[O:45].Cl.[CH3:65][O:66][C:67](=[O:70])[CH2:68][NH2:69].C(=O)([O-])O.[Na+]. Product: [NH2:41][C:42]1[CH:50]=[CH:49][C:48]([C:51]([C:53]2[N:61]3[C:56]([CH:57]=[CH:58][CH:59]=[CH:60]3)=[C:55]([Br:62])[C:54]=2[CH3:63])=[O:52])=[CH:47][C:43]=1[C:44]([NH:69][CH2:68][C:67]([O:66][CH3:65])=[O:70])=[O:45]. The catalyst class is: 37. (2) Reactant: [H-].[H-].[H-].[H-].[Li+].[Al+3].[Br:7][C:8]1[CH:9]=[C:10]([CH:14]=[CH:15][C:16]=1[C:17]([F:20])([F:19])[F:18])[C:11]([NH2:13])=O.C(OCC)(=O)C.[OH-].[Na+]. Product: [Br:7][C:8]1[CH:9]=[C:10]([CH:14]=[CH:15][C:16]=1[C:17]([F:18])([F:19])[F:20])[CH2:11][NH2:13]. The catalyst class is: 165.